This data is from Peptide-MHC class I binding affinity with 185,985 pairs from IEDB/IMGT. The task is: Regression. Given a peptide amino acid sequence and an MHC pseudo amino acid sequence, predict their binding affinity value. This is MHC class I binding data. (1) The peptide sequence is KDTWLDARM. The MHC is HLA-B58:01 with pseudo-sequence HLA-B58:01. The binding affinity (normalized) is 0. (2) The peptide sequence is LIFLVRCQ. The MHC is H-2-Db with pseudo-sequence H-2-Db. The binding affinity (normalized) is 0.0502. (3) The peptide sequence is LLDAHIPQLVA. The MHC is HLA-A02:06 with pseudo-sequence HLA-A02:06. The binding affinity (normalized) is 0.865.